Dataset: Reaction yield outcomes from USPTO patents with 853,638 reactions. Task: Predict the reaction yield, written as a fraction of the theoretical maximum amount of product (1.0 means a 100% yield; for example, 0.34 means a 34% yield). (1) The yield is 0.440. The reactants are C[O:2][C:3](=[O:27])[C:4]1[CH:9]=[CH:8][C:7]([CH:10]([NH:19][C:20]([O:22][C:23]([CH3:26])([CH3:25])[CH3:24])=[O:21])[CH2:11][C:12]([O:14][C:15]([CH3:18])([CH3:17])[CH3:16])=[O:13])=[CH:6][CH:5]=1.[Li+].[OH-]. The product is [C:15]([O:14][C:12]([CH2:11][CH:10]([C:7]1[CH:6]=[CH:5][C:4]([C:3]([OH:27])=[O:2])=[CH:9][CH:8]=1)[NH:19][C:20]([O:22][C:23]([CH3:26])([CH3:25])[CH3:24])=[O:21])=[O:13])([CH3:16])([CH3:17])[CH3:18]. The catalyst is CO. (2) The reactants are I[C:2]1[CH:3]=[C:4]2[N:10]=[CH:9][N:8]([CH2:11][C:12]3[CH:17]=[CH:16][C:15]([O:18][CH2:19][C:20]4[CH:21]=[N:22][C:23]([O:26][CH3:27])=[CH:24][CH:25]=4)=[C:14]([O:28][CH3:29])[CH:13]=3)[C:5]2=[N:6][CH:7]=1.[Cu][C:31]#[N:32]. The catalyst is CN(C)C=O. The product is [CH3:29][O:28][C:14]1[CH:13]=[C:12]([CH:17]=[CH:16][C:15]=1[O:18][CH2:19][C:20]1[CH:21]=[N:22][C:23]([O:26][CH3:27])=[CH:24][CH:25]=1)[CH2:11][N:8]1[C:5]2=[N:6][CH:7]=[C:2]([C:31]#[N:32])[CH:3]=[C:4]2[N:10]=[CH:9]1. The yield is 0.660. (3) The reactants are I[C:2]1[CH:7]=[C:6]([O:8][CH3:9])[CH:5]=[C:4]([O:10][CH3:11])[CH:3]=1.[OH:12][CH2:13][C@@H:14]1[C@:23]2([CH3:24])[C@H:18]([C:19]([CH3:26])([CH3:25])[CH2:20][CH2:21][CH2:22]2)[CH2:17][CH2:16][C@@:15]1([CH3:28])[OH:27].C([O-])([O-])=O.[Cs+].[Cs+].COCCOCCOC. The catalyst is CCOC(C)=O.[Cu]I.C1(C)C=CC=CC=1. The product is [CH3:9][O:8][C:6]1[CH:7]=[C:2]([CH:3]=[C:4]([O:10][CH3:11])[CH:5]=1)[O:12][CH2:13][C@@H:14]1[C@:23]2([CH3:24])[C@H:18]([C:19]([CH3:26])([CH3:25])[CH2:20][CH2:21][CH2:22]2)[CH2:17][CH2:16][C@@:15]1([CH3:28])[OH:27]. The yield is 0.700. (4) The reactants are [Br:1][C:2]1[C:3]([OH:11])=[C:4]([CH:7]=[C:8]([Cl:10])[CH:9]=1)C=O.[OH:12]O. The catalyst is [OH-].[Na+]. The product is [Br:1][C:2]1[CH:9]=[C:8]([Cl:10])[CH:7]=[C:4]([OH:12])[C:3]=1[OH:11]. The yield is 0.990. (5) The reactants are [CH:1]1([C:4]([NH:6][C:7]2[N:8]=[CH:9][C:10]3[C:15]([CH:16]=2)=[CH:14][CH:13]=[C:12]([C:17]2[C:18]([CH3:31])=[CH:19][C:20]([NH:23]C(=O)OC(C)(C)C)=[N:21][CH:22]=2)[CH:11]=3)=[O:5])[CH2:3][CH2:2]1. The catalyst is ClCCl.FC(F)(F)C(O)=O. The product is [NH2:23][C:20]1[N:21]=[CH:22][C:17]([C:12]2[CH:11]=[C:10]3[C:15]([CH:16]=[C:7]([NH:6][C:4]([CH:1]4[CH2:2][CH2:3]4)=[O:5])[N:8]=[CH:9]3)=[CH:14][CH:13]=2)=[C:18]([CH3:31])[CH:19]=1. The yield is 0.120. (6) The reactants are [CH2:1]([O:3][C:4]1[C:9]([N+:10]([O-])=O)=[CH:8][CH:7]=[CH:6][N:5]=1)[CH3:2]. The catalyst is CCOC(C)=O.CCO.[Pd]. The product is [CH2:1]([O:3][C:4]1[C:9]([NH2:10])=[CH:8][CH:7]=[CH:6][N:5]=1)[CH3:2]. The yield is 0.950. (7) The reactants are Cl[C:2]1[CH:3]=[CH:4][N:5]=[C:6]2[C:11]=1[N:10]=[CH:9][C:8]([N:12]=C(C1C=CC=CC=1)C1C=CC=CC=1)=[CH:7]2.Cl.C(=O)(O)[O-:28].[Na+]. The catalyst is O1CCCC1. The product is [NH2:12][C:8]1[CH:7]=[C:6]2[C:11]([C:2]([OH:28])=[CH:3][CH:4]=[N:5]2)=[N:10][CH:9]=1. The yield is 0.950.